Dataset: Reaction yield outcomes from USPTO patents with 853,638 reactions. Task: Predict the reaction yield, written as a fraction of the theoretical maximum amount of product (1.0 means a 100% yield; for example, 0.34 means a 34% yield). (1) The reactants are [Br:1][C:2]1[CH:3]=[C:4]2[C:8](=[CH:9][CH:10]=1)[N:7]([C:11]1[CH:16]=[C:15](I)[CH:14]=[CH:13][N:12]=1)[N:6]=[C:5]2[C:18]([NH2:20])=[O:19].[C:21]([C@:23]1([OH:30])[CH2:27][CH2:26][N:25]([CH3:28])[C:24]1=[O:29])#[CH:22]. No catalyst specified. The yield is 0.240. The product is [Br:1][C:2]1[CH:3]=[C:4]2[C:8](=[CH:9][CH:10]=1)[N:7]([C:11]1[CH:16]=[C:15]([C:22]#[C:21][C@:23]3([OH:30])[CH2:27][CH2:26][N:25]([CH3:28])[C:24]3=[O:29])[CH:14]=[CH:13][N:12]=1)[N:6]=[C:5]2[C:18]([NH2:20])=[O:19]. (2) The reactants are [CH2:1]([S:3]([N:6]1[CH2:11][CH2:10][CH:9]([C:12]2[C:20]3[C:15](=[C:16]([C:30]([NH2:32])=[O:31])[CH:17]=[C:18]([C:21]4[CH:26]=[CH:25][C:24]([CH2:27][CH:28]=O)=[CH:23][CH:22]=4)[CH:19]=3)[NH:14][CH:13]=2)[CH2:8][CH2:7]1)(=[O:5])=[O:4])[CH3:2].[CH3:33][NH2:34].C(O[BH-](OC(=O)C)OC(=O)C)(=O)C.[Na+]. The catalyst is CO.C(Cl)Cl.O1CCCC1.C(O)(=O)C. The product is [CH2:1]([S:3]([N:6]1[CH2:11][CH2:10][CH:9]([C:12]2[C:20]3[C:15](=[C:16]([C:30]([NH2:32])=[O:31])[CH:17]=[C:18]([C:21]4[CH:26]=[CH:25][C:24]([CH2:27][CH2:28][NH:34][CH3:33])=[CH:23][CH:22]=4)[CH:19]=3)[NH:14][CH:13]=2)[CH2:8][CH2:7]1)(=[O:4])=[O:5])[CH3:2]. The yield is 0.194. (3) The reactants are [N+:1]([C:4]1[C:8]2[CH:9]=[CH:10][CH:11]=[CH:12][C:7]=2[S:6][C:5]=1[S:13]([O-:16])(=[O:15])=[O:14])([O-:3])=[O:2].C(=O)([O-])[O-].[Ag+2:21].CCCCCC.C(OCC)(=O)C. The catalyst is C(#N)C.O. The product is [N+:1]([C:4]1[C:8]2[CH:9]=[CH:10][CH:11]=[CH:12][C:7]=2[S:6][C:5]=1[S:13]([O-:16])(=[O:14])=[O:15])([O-:3])=[O:2].[Ag+:21]. The yield is 0.982. (4) The reactants are [NH2:1][CH2:2][CH2:3][O:4][C:5]1[C:10]([CH3:11])=[CH:9][C:8]([C:12]2[NH:21][C:20](=[O:22])[C:19]3[C:14](=[CH:15][C:16]([O:25][CH3:26])=[CH:17][C:18]=3[O:23][CH3:24])[N:13]=2)=[CH:7][C:6]=1[CH3:27].[CH:28](OC)=[O:29]. The catalyst is C(O)C. The product is [CH3:24][O:23][C:18]1[CH:17]=[C:16]([O:25][CH3:26])[CH:15]=[C:14]2[C:19]=1[C:20](=[O:22])[NH:21][C:12]([C:8]1[CH:9]=[C:10]([CH3:11])[C:5]([O:4][CH2:3][CH2:2][NH:1][CH:28]=[O:29])=[C:6]([CH3:27])[CH:7]=1)=[N:13]2. The yield is 0.710. (5) The reactants are CN.[C:3]([O:7][C:8]([N:10]1[C@@H:14]([C@H:15]([O:22][Si:23]([C:26]([CH3:29])([CH3:28])[CH3:27])([CH3:25])[CH3:24])[C:16]2[CH:21]=[CH:20][CH:19]=[CH:18][CH:17]=2)[CH2:13][CH2:12][C@H:11]1[CH2:30][C:31]1[CH:39]=[CH:38][C:34]([C:35](O)=[O:36])=[CH:33][CH:32]=1)=[O:9])([CH3:6])([CH3:5])[CH3:4].[CH3:40][N:41](C(ON1N=NC2C=CC=NC1=2)=[N+](C)C)C.F[P-](F)(F)(F)(F)F.CCN(C(C)C)C(C)C. The catalyst is CN(C=O)C.CCOC(C)=O.C1COCC1. The product is [Si:23]([O:22][C@H:15]([C:16]1[CH:21]=[CH:20][CH:19]=[CH:18][CH:17]=1)[C@H:14]1[CH2:13][CH2:12][C@@H:11]([CH2:30][C:31]2[CH:32]=[CH:33][C:34]([C:35](=[O:36])[NH:41][CH3:40])=[CH:38][CH:39]=2)[N:10]1[C:8]([O:7][C:3]([CH3:6])([CH3:4])[CH3:5])=[O:9])([C:26]([CH3:28])([CH3:29])[CH3:27])([CH3:24])[CH3:25]. The yield is 0.590. (6) The reactants are [CH3:1][C:2]1([CH3:12])[CH2:7][CH2:6][CH2:5][C:4]([C:8](=[O:11])[CH:9]=[CH2:10])=[CH:3]1.C(O)=O.ClCCl. The catalyst is P(=O)(O)(O)O. The product is [CH3:1][C:2]1([CH3:12])[CH2:7][CH2:6][CH2:5][C:4]2[C:8](=[O:11])[CH2:9][CH2:10][C:3]1=2. The yield is 0.350.